From a dataset of Catalyst prediction with 721,799 reactions and 888 catalyst types from USPTO. Predict which catalyst facilitates the given reaction. (1) Reactant: [N+:1]([C:4]1[CH:12]=[C:11]2[C:7]([CH:8]=[CH:9][NH:10]2)=[CH:6][CH:5]=1)([O-:3])=[O:2].Cl.Cl[CH2:15][C:16]1[CH:21]=[CH:20][CH:19]=[CH:18][N:17]=1.[Cl-].[NH4+]. Product: [N+:1]([C:4]1[CH:12]=[C:11]2[C:7]([CH:8]=[CH:9][N:10]2[CH2:15][C:16]2[CH:21]=[CH:20][CH:19]=[CH:18][N:17]=2)=[CH:6][CH:5]=1)([O-:3])=[O:2]. The catalyst class is: 60. (2) Reactant: [Br:1][C:2]1[CH:6]=[C:5]([C:7]2([OH:18])[CH2:10][N:9]([C:11]([O:13][C:14]([CH3:17])([CH3:16])[CH3:15])=[O:12])[CH2:8]2)[N:4]([CH3:19])[N:3]=1.[H-].[Na+].I[CH3:23].O. Product: [Br:1][C:2]1[CH:6]=[C:5]([C:7]2([O:18][CH3:23])[CH2:10][N:9]([C:11]([O:13][C:14]([CH3:15])([CH3:16])[CH3:17])=[O:12])[CH2:8]2)[N:4]([CH3:19])[N:3]=1. The catalyst class is: 7. (3) Reactant: [NH2:1][C@@H:2]([C:13](O)=[O:14])[CH2:3][C:4]1[CH:9]=[CH:8][C:7]([N+:10]([O-:12])=[O:11])=[CH:6][CH:5]=1.[NH2:16][C@H:17]([C:28]([O:30][CH3:31])=[O:29])[CH2:18][C:19]1[CH:24]=[CH:23][C:22]([N+:25]([O-:27])=[O:26])=[CH:21][CH:20]=1.Cl.C1CN([P+](ON2N=NC3C=CC=CC2=3)(N2CCCC2)N2CCCC2)CC1.F[P-](F)(F)(F)(F)F.CCN(C(C)C)C(C)C. Product: [NH2:1][C@@H:2]([C:13]([NH:16][C@H:17]([C:28]([O:30][CH3:31])=[O:29])[CH2:18][C:19]1[CH:20]=[CH:21][C:22]([N+:25]([O-:27])=[O:26])=[CH:23][CH:24]=1)=[O:14])[CH2:3][C:4]1[CH:5]=[CH:6][C:7]([N+:10]([O-:12])=[O:11])=[CH:8][CH:9]=1. The catalyst class is: 3. (4) Reactant: [NH2:1][C@H:2]1[CH2:7][CH2:6][C@@H:5]([NH:8][C:9](=[O:15])[O:10][C:11]([CH3:14])([CH3:13])[CH3:12])[CH2:4][C@H:3]1[CH2:16][O:17][CH3:18].[F:19][C:20]([F:35])([F:34])[C:21]1[CH:22]=[C:23]([CH:31]=[CH:32][CH:33]=1)[C:24]([NH:26][CH2:27][C:28](O)=[O:29])=[O:25].C(N(C(C)C)CC)(C)C.CN(C(ON1N=NC2C=CC=CC1=2)=[N+](C)C)C.[B-](F)(F)(F)F. Product: [CH3:18][O:17][CH2:16][C@H:3]1[C@@H:2]([NH:1][C:28](=[O:29])[CH2:27][NH:26][C:24](=[O:25])[C:23]2[CH:31]=[CH:32][CH:33]=[C:21]([C:20]([F:19])([F:35])[F:34])[CH:22]=2)[CH2:7][CH2:6][C@@H:5]([NH:8][C:9](=[O:15])[O:10][C:11]([CH3:12])([CH3:13])[CH3:14])[CH2:4]1. The catalyst class is: 115.